The task is: Predict the reactants needed to synthesize the given product.. This data is from Full USPTO retrosynthesis dataset with 1.9M reactions from patents (1976-2016). (1) Given the product [C:38]([C:41]1[C:42]([O:51][CH3:52])=[C:43]([CH:11]2[CH2:14][N:13]([C:15]([O:17][C:18]([CH3:21])([CH3:20])[CH3:19])=[O:16])[CH2:12]2)[C:44]([C:45]#[N:46])=[C:47]([CH3:49])[CH:48]=1)(=[O:40])[CH3:39], predict the reactants needed to synthesize it. The reactants are: BrCCBr.Cl[Si](C)(C)C.I[CH:11]1[CH2:14][N:13]([C:15]([O:17][C:18]([CH3:21])([CH3:20])[CH3:19])=[O:16])[CH2:12]1.O1C=CC=C1P(C1OC=CC=1)C1OC=CC=1.[C:38]([C:41]1[CH:48]=[C:47]([CH3:49])[C:44]([C:45]#[N:46])=[C:43](I)[C:42]=1[O:51][CH3:52])(=[O:40])[CH3:39]. (2) Given the product [CH2:1]([O:3][C:4](=[O:19])[C:5]([CH3:18])([CH3:17])[CH2:6][N:7]1[C:15]2[CH:14]=[C:13]([NH:34][C:32]3[CH:31]=[CH:30][N:29]=[C:28]([N:25]4[CH2:24][CH2:23][CH:22]([O:21][CH3:20])[CH2:27][CH2:26]4)[N:33]=3)[N:12]=[CH:11][C:10]=2[CH:9]=[CH:8]1)[CH3:2], predict the reactants needed to synthesize it. The reactants are: [CH2:1]([O:3][C:4](=[O:19])[C:5]([CH3:18])([CH3:17])[CH2:6][N:7]1[C:15]2[CH:14]=[C:13](Cl)[N:12]=[CH:11][C:10]=2[CH:9]=[CH:8]1)[CH3:2].[CH3:20][O:21][CH:22]1[CH2:27][CH2:26][N:25]([C:28]2[N:33]=[C:32]([NH2:34])[CH:31]=[CH:30][N:29]=2)[CH2:24][CH2:23]1.